Regression. Given two drug SMILES strings and cell line genomic features, predict the synergy score measuring deviation from expected non-interaction effect. From a dataset of Merck oncology drug combination screen with 23,052 pairs across 39 cell lines. Drug 1: CN(C)C(=N)N=C(N)N. Drug 2: C=CCn1c(=O)c2cnc(Nc3ccc(N4CCN(C)CC4)cc3)nc2n1-c1cccc(C(C)(C)O)n1. Cell line: SKMES1. Synergy scores: synergy=6.28.